From a dataset of Full USPTO retrosynthesis dataset with 1.9M reactions from patents (1976-2016). Predict the reactants needed to synthesize the given product. (1) Given the product [CH3:15][N:13]([CH2:12][C:4]1[C:3]([O:2][CH3:1])=[CH:11][CH:10]=[C:9]2[C:5]=1[CH:6]=[CH:7][N:8]2[S:29]([C:25]1[CH:24]=[C:23]([CH:28]=[CH:27][CH:26]=1)[C:21]#[N:22])(=[O:31])=[O:30])[CH3:14], predict the reactants needed to synthesize it. The reactants are: [CH3:1][O:2][C:3]1[C:4]([CH2:12][N:13]([CH3:15])[CH3:14])=[C:5]2[C:9](=[CH:10][CH:11]=1)[NH:8][CH:7]=[CH:6]2.CN(C=O)C.[C:21]([C:23]1[CH:24]=[C:25]([S:29](Cl)(=[O:31])=[O:30])[CH:26]=[CH:27][CH:28]=1)#[N:22]. (2) Given the product [Cl:1][C:2]1[CH:7]=[C:6]([N+:16]([O-:18])=[O:17])[C:5]([NH:8][CH:9]2[CH2:12][S:11](=[O:13])(=[O:14])[CH2:10]2)=[C:4]([F:15])[CH:3]=1, predict the reactants needed to synthesize it. The reactants are: [Cl:1][C:2]1[CH:7]=[CH:6][C:5]([NH:8][CH:9]2[CH2:12][S:11](=[O:14])(=[O:13])[CH2:10]2)=[C:4]([F:15])[CH:3]=1.[N+:16]([O-])([OH:18])=[O:17]. (3) Given the product [NH2:102][C@H:107]1[CH2:103][CH2:104][N:105]([CH2:108][C:109]2[CH:114]=[CH:113][C:112]([C:115]([NH:116][CH2:117][C:118]3[CH:123]=[C:122]([Cl:124])[CH:121]=[CH:120][C:119]=3[S:125]([CH2:128][CH3:129])(=[O:127])=[O:126])=[O:130])=[CH:111][C:110]=2[O:131][C:132]([F:133])([F:134])[F:135])[CH2:106]1, predict the reactants needed to synthesize it. The reactants are: C(OC(=O)C1C=CC(Cl)=C(OC(F)(F)F)C=1)C.C(OC(N[C@H]1CCN(C[B-](F)(F)F)C1)=O)(C)(C)C.[K+].C(OC(N1CCN(CC2C=CC(C(OCC)=O)=CC=2OC(F)(F)F)CC1)=O)(C)(C)C.C(OC(N1CCN(CC2C=CC(C(O)=O)=CC=2OC(F)(F)F)CC1)=O)(C)(C)C.C(OC([N:102]1[CH2:107][CH2:106][N:105]([CH2:108][C:109]2[CH:114]=[CH:113][C:112]([C:115](=[O:130])[NH:116][CH2:117][C:118]3[CH:123]=[C:122]([Cl:124])[CH:121]=[CH:120][C:119]=3[S:125]([CH2:128][CH3:129])(=[O:127])=[O:126])=[CH:111][C:110]=2[O:131][C:132]([F:135])([F:134])[F:133])[CH2:104][CH2:103]1)=O)(C)(C)C.COC1C=CC=C(OC)C=1C1C=CC=CC=1P(C1CCCCC1)C1CCCCC1.